This data is from Full USPTO retrosynthesis dataset with 1.9M reactions from patents (1976-2016). The task is: Predict the reactants needed to synthesize the given product. (1) Given the product [CH3:1][O:2][C:3](=[O:29])[C:4]1[CH:9]=[CH:8][CH:7]=[C:6]([N:10]2[CH2:14][C:13](=[O:15])[NH:12][S:11]2(=[O:28])=[O:27])[CH:5]=1, predict the reactants needed to synthesize it. The reactants are: [CH3:1][O:2][C:3](=[O:29])[C:4]1[CH:9]=[CH:8][CH:7]=[C:6]([N:10]2[CH2:14][C:13](=[O:15])[N:12](CC3C=CC(OC)=CC=3OC)[S:11]2(=[O:28])=[O:27])[CH:5]=1. (2) Given the product [Cl:19][C:16]1[CH:17]=[CH:18][C:13]([S:10]([N:9]([C:3]2[CH:4]=[C:5]([Cl:8])[CH:6]=[CH:7][C:2]=2[Cl:1])[C@H:43]([CH3:45])[CH2:42][CH2:41][CH2:40][O:39][C:20]([C:21]2[CH:22]=[CH:23][CH:24]=[CH:25][CH:26]=2)([C:27]2[CH:28]=[CH:29][CH:30]=[CH:31][CH:32]=2)[C:33]2[CH:38]=[CH:37][CH:36]=[CH:35][CH:34]=2)(=[O:12])=[O:11])=[CH:14][CH:15]=1, predict the reactants needed to synthesize it. The reactants are: [Cl:1][C:2]1[CH:7]=[CH:6][C:5]([Cl:8])=[CH:4][C:3]=1[NH:9][S:10]([C:13]1[CH:18]=[CH:17][C:16]([Cl:19])=[CH:15][CH:14]=1)(=[O:12])=[O:11].[C:20]([O:39][CH2:40][CH2:41][C@@H:42](O)[CH3:43])([C:33]1[CH:38]=[CH:37][CH:36]=[CH:35][CH:34]=1)([C:27]1[CH:32]=[CH:31][CH:30]=[CH:29][CH:28]=1)[C:21]1[CH:26]=[CH:25][CH:24]=[CH:23][CH:22]=1.[C:45]1(P(C2C=CC=CC=2)C2C=CC=CC=2)C=CC=CC=1.N(C(OCC)=O)=NC(OCC)=O. (3) Given the product [C:1]([O:5][C:6]([N:8]1[CH2:13][CH2:12][CH:11]([C:14]2[C:23]3[C:18](=[CH:19][C:20]([N:25]4[CH2:30][CH2:29][O:28][CH2:27][CH2:26]4)=[C:21]([O:35][CH3:37])[CH:22]=3)[N:17]=[CH:16][N:15]=2)[CH2:10][CH2:9]1)=[O:7])([CH3:4])([CH3:3])[CH3:2], predict the reactants needed to synthesize it. The reactants are: [C:1]([O:5][C:6]([N:8]1[CH2:13][CH2:12][CH:11]([C:14]2[C:23]3[C:18](=[CH:19][C:20]([N:25]4[CH2:30][CH2:29][O:28][CH2:27][CH2:26]4)=[C:21](F)[CH:22]=3)[N:17]=[CH:16][N:15]=2)[CH2:10][CH2:9]1)=[O:7])([CH3:4])([CH3:3])[CH3:2].CS(C)=O.[O:35]([CH3:37])[K].CO.[Al]. (4) Given the product [N:21]1[CH:26]=[CH:25][CH:24]=[CH:23][C:22]=1[N:27]1[N:18]=[CH:17][C:11]2[CH:10]3[CH2:15][CH:13]([CH2:14][NH:8][CH2:9]3)[C:12]1=2, predict the reactants needed to synthesize it. The reactants are: C([N:8]1[CH2:14][CH:13]2[CH2:15][CH:10]([C:11](=[CH:17][N:18](C)C)[C:12]2=O)[CH2:9]1)C1C=CC=CC=1.[N:21]1[CH:26]=[CH:25][CH:24]=[CH:23][C:22]=1[NH:27]N. (5) Given the product [ClH:7].[F:63][C:59]1[CH:60]=[CH:61][CH:62]=[C:9]([F:8])[C:10]=1[CH2:11][O:12][C:13]([C:22]1[CH:23]=[CH:24][C:25]([C@:28]2([S:49]([C:52]3[CH:53]=[CH:54][C:55]([F:58])=[CH:56][CH:57]=3)(=[O:51])=[O:50])[CH2:32][CH2:31][N:30]([C:33]([C:35]3([OH:48])[CH2:40][CH2:39][NH:38][CH2:37][CH2:36]3)=[O:34])[CH2:29]2)=[CH:26][CH:27]=1)([C:14]([F:16])([F:15])[F:17])[C:18]([F:21])([F:20])[F:19], predict the reactants needed to synthesize it. The reactants are: O1CCOCC1.[ClH:7].[F:8][C:9]1[CH:62]=[CH:61][CH:60]=[C:59]([F:63])[C:10]=1[CH2:11][O:12][C:13]([C:22]1[CH:27]=[CH:26][C:25]([C@:28]2([S:49]([C:52]3[CH:57]=[CH:56][C:55]([F:58])=[CH:54][CH:53]=3)(=[O:51])=[O:50])[CH2:32][CH2:31][N:30]([C:33]([C:35]3([OH:48])[CH2:40][CH2:39][N:38](C(OC(C)(C)C)=O)[CH2:37][CH2:36]3)=[O:34])[CH2:29]2)=[CH:24][CH:23]=1)([C:18]([F:21])([F:20])[F:19])[C:14]([F:17])([F:16])[F:15]. (6) Given the product [CH2:7]([S:8][C:12]1[CH:17]=[CH:16][C:15]([C:18]2[CH:23]=[CH:22][CH:21]=[C:20]([CH:24]([CH3:26])[CH3:25])[CH:19]=2)=[CH:14][N:13]=1)[C:1]1[CH:6]=[CH:5][CH:4]=[CH:3][CH:2]=1, predict the reactants needed to synthesize it. The reactants are: [C:1]1([CH2:7][SH:8])[CH:6]=[CH:5][CH:4]=[CH:3][CH:2]=1.[H-].[Na+].Cl[C:12]1[CH:17]=[CH:16][C:15]([C:18]2[CH:23]=[CH:22][CH:21]=[C:20]([CH:24]([CH3:26])[CH3:25])[CH:19]=2)=[CH:14][N:13]=1.